This data is from Reaction yield outcomes from USPTO patents with 853,638 reactions. The task is: Predict the reaction yield, written as a fraction of the theoretical maximum amount of product (1.0 means a 100% yield; for example, 0.34 means a 34% yield). (1) The reactants are [CH2:1]=[CH:2][CH2:3][CH2:4][CH2:5][CH3:6].B1C2CCCC1CCC2.[CH2:16]([O:23][C:24]1[C:33](=[O:34])[C:32]2[C:27](=[CH:28][C:29](I)=[CH:30][CH:31]=2)[O:26][C:25]=1[C:36]1[CH:41]=[C:40]([O:42][CH3:43])[C:39]([O:44][CH3:45])=[C:38]([O:46][CH3:47])[CH:37]=1)[C:17]1[CH:22]=[CH:21][CH:20]=[CH:19][CH:18]=1.C(Cl)Cl. The catalyst is O1CCCC1.[OH-].[Na+].Cl[Pd]Cl. The product is [CH2:16]([O:23][C:24]1[C:33](=[O:34])[C:32]2[C:27](=[CH:28][C:29]([CH2:1][CH2:2][CH2:3][CH2:4][CH2:5][CH3:6])=[CH:30][CH:31]=2)[O:26][C:25]=1[C:36]1[CH:41]=[C:40]([O:42][CH3:43])[C:39]([O:44][CH3:45])=[C:38]([O:46][CH3:47])[CH:37]=1)[C:17]1[CH:22]=[CH:21][CH:20]=[CH:19][CH:18]=1. The yield is 0.240. (2) The reactants are [CH2:1]([N:3]1[C:12]2[C:7](=[CH:8][C:9]([N+:13]([O-])=O)=[CH:10][CH:11]=2)[C:6](=[O:16])[N:5]([CH2:17][CH2:18][CH2:19][O:20][CH3:21])[C:4]1=[O:22])[CH3:2].[H][H]. The catalyst is C(OCC)(=O)C.[Pd]. The product is [NH2:13][C:9]1[CH:8]=[C:7]2[C:12](=[CH:11][CH:10]=1)[N:3]([CH2:1][CH3:2])[C:4](=[O:22])[N:5]([CH2:17][CH2:18][CH2:19][O:20][CH3:21])[C:6]2=[O:16]. The yield is 0.833. (3) The reactants are [C:1]1([CH:11]=O)[C:10]2[C:5](=[CH:6][CH:7]=[CH:8][CH:9]=2)[CH:4]=[CH:3][CH:2]=1.[Si:13]([O:20][C@@H:21]1[C@H:25]([CH2:26][O:27][Si:28]([C:31]([CH3:34])([CH3:33])[CH3:32])([CH3:30])[CH3:29])[CH2:24][C@@H:23]([O:35][C:36]2[CH:41]=[CH:40][N:39]=[C:38]([NH2:42])[C:37]=2[NH2:43])[CH2:22]1)([C:16]([CH3:19])([CH3:18])[CH3:17])([CH3:15])[CH3:14].S(S([O-])=O)([O-])(=O)=O.[Na+].[Na+]. The catalyst is C(#N)C. The product is [Si:13]([O:20][C@@H:21]1[C@H:25]([CH2:26][O:27][Si:28]([C:31]([CH3:34])([CH3:33])[CH3:32])([CH3:30])[CH3:29])[CH2:24][C@@H:23]([O:35][C:36]2[CH:41]=[CH:40][N:39]=[C:38]3[NH:42][C:11]([C:1]4[C:10]5[C:5](=[CH:6][CH:7]=[CH:8][CH:9]=5)[CH:4]=[CH:3][CH:2]=4)=[N:43][C:37]=23)[CH2:22]1)([C:16]([CH3:17])([CH3:18])[CH3:19])([CH3:15])[CH3:14]. The yield is 0.680. (4) The reactants are [C:1]([OH:6])(=O)[C@@H:2]([CH3:4])[OH:3].[Cl:7][C:8]1[CH:9]=[C:10]([NH:22][C:23]2[C:32]3[C:27](=[CH:28][CH:29]=[CH:30][C:31]=3[O:33][C@H:34]([CH3:38])[CH2:35][NH:36][CH3:37])[N:26]=[CH:25][N:24]=2)[CH:11]=[CH:12][C:13]=1[O:14][CH2:15][C:16]1[CH:21]=[CH:20][CH:19]=[CH:18][N:17]=1. No catalyst specified. The product is [Cl:7][C:8]1[CH:9]=[C:10]([NH:22][C:23]2[C:32]3[C:27](=[CH:28][CH:29]=[CH:30][C:31]=3[O:33][C@H:34]([CH3:38])[CH2:35][N:36]([CH3:37])[C:1](=[O:6])[C@H:2]([OH:3])[CH3:4])[N:26]=[CH:25][N:24]=2)[CH:11]=[CH:12][C:13]=1[O:14][CH2:15][C:16]1[CH:21]=[CH:20][CH:19]=[CH:18][N:17]=1. The yield is 0.260. (5) The catalyst is CO.O. The yield is 0.620. The reactants are [Br:1][C:2]1[CH:7]=[CH:6][C:5]([C:8](=O)[CH2:9][CH2:10][C:11]([O:13][CH3:14])=[O:12])=[CH:4][CH:3]=1.[NH2:16][OH:17].Cl.CC(O[Na])=O.C([O-])(O)=O.[Na+]. The product is [Br:1][C:2]1[CH:7]=[CH:6][C:5]([C:8](=[N:16][OH:17])[CH2:9][CH2:10][C:11]([O:13][CH3:14])=[O:12])=[CH:4][CH:3]=1. (6) The reactants are [CH:1]1([NH:6][C:7]2[N:12]=[C:11]([C:13]3[C:14]([C:27]4[CH:32]=[CH:31][C:30]([F:33])=[CH:29][CH:28]=4)=[N:15][N:16]4[CH:21]=[C:20]([C:22](OCC)=[O:23])[CH:19]=[CH:18][C:17]=34)[CH:10]=[CH:9][N:8]=2)[CH2:5][CH2:4][CH2:3][CH2:2]1.[H-].C([Al+]CC(C)C)C(C)C.[C@H](O)(C([O-])=O)[C@@H](O)C([O-])=O.[Na+].[K+]. The catalyst is ClCCl. The product is [CH:1]1([NH:6][C:7]2[N:12]=[C:11]([C:13]3[C:14]([C:27]4[CH:28]=[CH:29][C:30]([F:33])=[CH:31][CH:32]=4)=[N:15][N:16]4[CH:21]=[C:20]([CH2:22][OH:23])[CH:19]=[CH:18][C:17]=34)[CH:10]=[CH:9][N:8]=2)[CH2:2][CH2:3][CH2:4][CH2:5]1. The yield is 0.400.